Predict which catalyst facilitates the given reaction. From a dataset of Catalyst prediction with 721,799 reactions and 888 catalyst types from USPTO. (1) Reactant: [Cl:1][CH2:2][C:3]1[N:4]=[C:5]2[CH:13]=[CH:12][CH:11]=[CH:10][N:6]2[C:7](=[O:9])[CH:8]=1.[Br:14]NC(=O)CCC(N)=O.C(O)(=O)C.O. Product: [Br:14][C:8]1[C:7](=[O:9])[N:6]2[CH:10]=[CH:11][CH:12]=[CH:13][C:5]2=[N:4][C:3]=1[CH2:2][Cl:1]. The catalyst class is: 2. (2) Reactant: [CH2:1]([C:3]([CH2:8][OH:9])([CH2:6][OH:7])[CH2:4][CH3:5])[OH:2].[SH:10][CH:11](C)[CH2:12][C:13]([OH:15])=[O:14].O.[C:18]1(C)C=C[C:21]([S:24](O)(=O)=O)=[CH:20][CH:19]=1.[C:29](=[O:32])([O-])[OH:30].[Na+]. Product: [SH:10][CH2:11][CH:12]([CH3:1])[C:13]([OH:15])=[O:14].[SH:24][CH2:21][CH:20]([CH3:19])[C:29]([OH:30])=[O:32].[SH:10][CH2:11][CH:12]([CH3:18])[C:13]([OH:15])=[O:14].[CH2:1]([C:3]([CH2:8][OH:9])([CH2:6][OH:7])[CH2:4][CH3:5])[OH:2]. The catalyst class is: 11. (3) Reactant: Br[C:2]1[CH:3]=[N:4][C:5]([N:8]2[CH2:13][CH2:12][O:11][C@H:10]([CH2:14][N:15]3[C:19]4=[N:20][C:21]([C:24]5[CH:25]=[N:26][N:27]([CH3:29])[CH:28]=5)=[CH:22][N:23]=[C:18]4[N:17]=[N:16]3)[CH2:9]2)=[N:6][CH:7]=1.[CH3:30][N:31]1[CH2:36][CH2:35][N:34]([C:37]([C:39]2[CH:44]=[CH:43][C:42](B3OC(C)(C)C(C)(C)O3)=[CH:41][CH:40]=2)=[O:38])[CH2:33][CH2:32]1.C([O-])([O-])=O.[K+].[K+]. Product: [CH3:29][N:27]1[CH:28]=[C:24]([C:21]2[N:20]=[C:19]3[N:15]([CH2:14][C@@H:10]4[CH2:9][N:8]([C:5]5[N:4]=[CH:3][C:2]([C:42]6[CH:41]=[CH:40][C:39]([C:37]([N:34]7[CH2:35][CH2:36][N:31]([CH3:30])[CH2:32][CH2:33]7)=[O:38])=[CH:44][CH:43]=6)=[CH:7][N:6]=5)[CH2:13][CH2:12][O:11]4)[N:16]=[N:17][C:18]3=[N:23][CH:22]=2)[CH:25]=[N:26]1. The catalyst class is: 117. (4) Reactant: [Br:1][C:2]1[C:3](=[O:20])[N:4]([C:10]2[CH:15]=[C:14]([C:16]([F:19])([F:18])[F:17])[CH:13]=[CH:12][N:11]=2)[C:5](=[O:9])[C:6]=1[O:7][CH3:8].[BH4-].[Na+].O. Product: [Br:1][C:2]1[C:3](=[O:20])[N:4]([C:10]2[CH:15]=[C:14]([C:16]([F:19])([F:18])[F:17])[CH:13]=[CH:12][N:11]=2)[CH:5]([OH:9])[C:6]=1[O:7][CH3:8]. The catalyst class is: 5. (5) Reactant: [NH2:1][CH2:2][CH2:3][CH2:4][C@H:5]1[CH2:9][NH:8]/[C:7](=[N:10]\[C:11]([C:13]2[C:18]([NH2:19])=[N:17][C:16]([NH2:20])=[C:15]([Cl:21])[N:14]=2)=[O:12])/[NH:6]1.[C:22]([N:29]1[CH:33]=[CH:32]N=C1)(N1C=CN=C1)=[O:23].C(N)[C:35]1[CH:40]=[CH:39]C=[CH:37][CH:36]=1.C(OCC)C. Product: [CH2:33]([NH:29][C:22](=[O:23])[NH:1][CH2:2][CH2:3][CH2:4][C@H:5]1[CH2:9][NH:8]/[C:7](=[N:10]\[C:11]([C:13]2[C:18]([NH2:19])=[N:17][C:16]([NH2:20])=[C:15]([Cl:21])[N:14]=2)=[O:12])/[NH:6]1)[C:32]1[CH:39]=[CH:40][CH:35]=[CH:36][CH:37]=1. The catalyst class is: 121. (6) Reactant: [CH2:1]([O:8][C:9]1[C:14]([CH2:15][NH:16][CH2:17][CH2:18][O:19][C:20]2[C:30]([Br:31])=[CH:29][C:28]([O:32]S(C)(=O)=O)=[C:27]([CH3:37])[C:21]=2[C:22]([O:24]CC)=O)=[C:13]([CH3:38])[CH:12]=[C:11]([CH3:39])[N:10]=1)[C:2]1[CH:7]=[CH:6][CH:5]=[CH:4][CH:3]=1.[OH-].[Na+].Cl.[CH:43](N(CC)C(C)C)([CH3:45])[CH3:44].C(=O)([O-])[O-].[Cs+].[Cs+].IC(C)C. Product: [CH2:1]([O:8][C:9]1[C:14]([CH2:15][N:16]2[C:22](=[O:24])[C:21]3[C:27]([CH3:37])=[C:28]([O:32][CH:43]([CH3:45])[CH3:44])[CH:29]=[C:30]([Br:31])[C:20]=3[O:19][CH2:18][CH2:17]2)=[C:13]([CH3:38])[CH:12]=[C:11]([CH3:39])[N:10]=1)[C:2]1[CH:3]=[CH:4][CH:5]=[CH:6][CH:7]=1. The catalyst class is: 24. (7) Reactant: [NH2:1][CH2:2][C:3]([NH:5][C@H:6]([C:16]([O:18]CC)=O)[CH2:7][C:8]1[CH:13]=[CH:12][N:11]=[C:10]([O:14][CH3:15])[CH:9]=1)=[O:4].C(N(CC)C(C)C)(C)C. Product: [CH3:15][O:14][C:10]1[CH:9]=[C:8]([CH2:7][CH:6]2[NH:5][C:3](=[O:4])[CH2:2][NH:1][C:16]2=[O:18])[CH:13]=[CH:12][N:11]=1. The catalyst class is: 5. (8) Reactant: [CH3:1][O:2][C:3]1[CH:8]=[CH:7][C:6]([C:9]2[CH:10]=[N:11][C:12]([NH:15][C:16]3[CH:17]=[CH:18][C:19]([C:22](O)=[O:23])=[N:20][CH:21]=3)=[N:13][CH:14]=2)=[CH:5][CH:4]=1.CN(C(ON1N=NC2C=CC=NC1=2)=[N+](C)C)C.F[P-](F)(F)(F)(F)F.CCN(C(C)C)C(C)C.[NH:58]1[CH2:63][CH2:62][NH:61][CH2:60][C:59]1=[O:64]. Product: [CH3:1][O:2][C:3]1[CH:8]=[CH:7][C:6]([C:9]2[CH:10]=[N:11][C:12]([NH:15][C:16]3[CH:17]=[CH:18][C:19]([C:22]([N:61]4[CH2:62][CH2:63][NH:58][C:59](=[O:64])[CH2:60]4)=[O:23])=[N:20][CH:21]=3)=[N:13][CH:14]=2)=[CH:5][CH:4]=1. The catalyst class is: 3.